From a dataset of Full USPTO retrosynthesis dataset with 1.9M reactions from patents (1976-2016). Predict the reactants needed to synthesize the given product. The reactants are: [Cl:1][C:2]1[CH:19]=[CH:18][C:17]([Cl:20])=[CH:16][C:3]=1[C:4]([N:6]1[CH2:11][CH2:10][CH2:9][CH2:8][C@H:7]1[C:12]([O:14]C)=[O:13])=[O:5].O[Li].O. Given the product [Cl:1][C:2]1[CH:19]=[CH:18][C:17]([Cl:20])=[CH:16][C:3]=1[C:4]([N:6]1[CH2:11][CH2:10][CH2:9][CH2:8][C@H:7]1[C:12]([OH:14])=[O:13])=[O:5], predict the reactants needed to synthesize it.